From a dataset of Full USPTO retrosynthesis dataset with 1.9M reactions from patents (1976-2016). Predict the reactants needed to synthesize the given product. (1) Given the product [CH3:1][N:2]1[CH2:15][CH2:14][C:5]2[N:6]([CH2:27][CH2:26][C:22]3[CH:21]=[C:20]([N:19]([CH3:28])[CH3:18])[CH:25]=[CH:24][CH:23]=3)[C:7]3[CH:8]=[CH:9][C:10]([CH3:13])=[CH:11][C:12]=3[C:4]=2[CH2:3]1, predict the reactants needed to synthesize it. The reactants are: [CH3:1][N:2]1[CH2:15][CH2:14][C:5]2[NH:6][C:7]3[CH:8]=[CH:9][C:10]([CH3:13])=[CH:11][C:12]=3[C:4]=2[CH2:3]1.[OH-].[K+].[CH3:18][N:19]([CH3:28])[C:20]1[CH:25]=[CH:24][CH:23]=[C:22]([CH:26]=[CH2:27])[CH:21]=1. (2) Given the product [C:6]([C:7]1[CH:22]=[CH:21][C:10]([C:11]([O:13][CH2:14][CH2:15][CH2:16][CH2:17][CH2:18][CH2:19][CH3:20])=[O:12])=[CH:9][CH:8]=1)#[CH:5], predict the reactants needed to synthesize it. The reactants are: C[Si]([C:5]#[C:6][C:7]1[CH:22]=[CH:21][C:10]([C:11]([O:13][CH2:14][CH2:15][CH2:16][CH2:17][CH2:18][CH2:19][CH3:20])=[O:12])=[CH:9][CH:8]=1)(C)C.C(=O)([O-])[O-].[K+].[K+]. (3) Given the product [CH:1]([N:11]1[CH2:10][C:9](=[CH:8][C:7]2[CH:24]=[CH:25][CH:26]=[CH:27][C:6]=2[F:5])[C:14](=[O:15])[C:13](=[CH:16][C:17]2[CH:22]=[CH:21][CH:20]=[CH:19][C:18]=2[F:23])[CH2:12]1)=[O:2], predict the reactants needed to synthesize it. The reactants are: [CH:1]([O-])=[O:2].[NH4+].[F:5][C:6]1[CH:27]=[CH:26][CH:25]=[CH:24][C:7]=1[CH:8]=[C:9]1[C:14](=[O:15])[C:13](=[CH:16][C:17]2[CH:22]=[CH:21][CH:20]=[CH:19][C:18]=2[F:23])[CH2:12][NH:11][CH2:10]1. (4) Given the product [OH:2][C:3]1[CH:4]=[C:5]([CH:15]=[CH:16][N:17]=1)[C:6]([NH:8][C:9]1[CH:14]=[CH:13][CH:12]=[CH:11][CH:10]=1)=[O:7], predict the reactants needed to synthesize it. The reactants are: C[O:2][C:3]1[CH:4]=[C:5]([CH:15]=[CH:16][N:17]=1)[C:6]([NH:8][C:9]1[CH:14]=[CH:13][CH:12]=[CH:11][CH:10]=1)=[O:7].I[Si](C)(C)C.CO. (5) Given the product [OH:17][C@H:16]([CH2:15][OH:37])[CH2:20][NH:21][C:22]([C:24]1[S:28][C:27]([Cl:29])=[CH:26][CH:25]=1)=[O:23], predict the reactants needed to synthesize it. The reactants are: C1C(N2C(=O)COCC2)=CC=C(N2C(=O)[O:17][C@@H:16]([CH2:20][NH:21][C:22]([C:24]3[S:28][C:27]([Cl:29])=[CH:26][CH:25]=3)=[O:23])[CH2:15]2)C=1.ClC1SC(C(Cl)=[O:37])=CC=1.Cl.NC[C@H](O)CO. (6) Given the product [CH3:33][S:34]([C:37]1[CH:42]=[CH:41][C:40]([C:7]2[CH2:12][CH2:11][CH:10]([O:13][CH2:14][CH:15]3[CH2:16][CH2:17][N:18]([C:21]([O:23][CH2:24][C:25]4[CH:30]=[CH:29][CH:28]=[CH:27][CH:26]=4)=[O:22])[CH2:19][CH2:20]3)[CH2:9][CH:8]=2)=[CH:39][CH:38]=1)(=[O:36])=[O:35], predict the reactants needed to synthesize it. The reactants are: FC(F)(F)S(O[C:7]1[CH2:12][CH2:11][CH:10]([O:13][CH2:14][CH:15]2[CH2:20][CH2:19][N:18]([C:21]([O:23][CH2:24][C:25]3[CH:30]=[CH:29][CH:28]=[CH:27][CH:26]=3)=[O:22])[CH2:17][CH2:16]2)[CH2:9][CH:8]=1)(=O)=O.[CH3:33][S:34]([C:37]1[CH:42]=[CH:41][C:40](B(O)O)=[CH:39][CH:38]=1)(=[O:36])=[O:35].C(=O)([O-])[O-].[Na+].[Na+]. (7) Given the product [F:1][C:2]1[CH:7]=[CH:6][C:5]([C@H:8]([CH2:18][CH3:19])[CH2:9][C@@:10]([C:13]([F:14])([F:15])[F:16])([OH:17])[CH:11]=[N:23][C:24]2[CH:33]=[CH:32][C:31]([F:34])=[C:30]3[C:25]=2[CH:26]=[N:27][C:28]([CH3:35])=[N:29]3)=[C:4]([O:20][CH3:21])[C:3]=1[CH3:22], predict the reactants needed to synthesize it. The reactants are: [F:1][C:2]1[CH:7]=[CH:6][C:5]([C@H:8]([CH2:18][CH3:19])[CH2:9][C@:10]([OH:17])([C:13]([F:16])([F:15])[F:14])[CH:11]=O)=[C:4]([O:20][CH3:21])[C:3]=1[CH3:22].[NH2:23][C:24]1[CH:33]=[CH:32][C:31]([F:34])=[C:30]2[C:25]=1[CH:26]=[N:27][C:28]([CH3:35])=[N:29]2. (8) Given the product [C:1]1([CH2:7][N:8]2[C:20]3[CH:19]=[CH:18][CH:17]=[C:16]([OH:21])[C:15]=3[C:14]3[C:9]2=[CH:10][CH:11]=[CH:12][C:13]=3[C:22]([O:24][CH3:25])=[O:23])[CH:6]=[CH:5][CH:4]=[CH:3][CH:2]=1, predict the reactants needed to synthesize it. The reactants are: [C:1]1([CH2:7][N:8]2[C:20]3[CH2:19][CH2:18][CH2:17][C:16](=[O:21])[C:15]=3[C:14]3[C:9]2=[CH:10][CH:11]=[CH:12][C:13]=3[C:22]([O:24][CH3:25])=[O:23])[CH:6]=[CH:5][CH:4]=[CH:3][CH:2]=1.[H-].[Na+].C1(S(OC)=O)C=CC=CC=1. (9) Given the product [F:24][C:25]1[C:30]([C:2]2[N:10]3[C:5]([CH:6]=[N:7][C:8]([NH:11][C:12]4[CH:13]=[CH:14][C:15]([N:18]5[CH2:23][CH2:22][O:21][CH2:20][CH2:19]5)=[CH:16][CH:17]=4)=[N:9]3)=[CH:4][CH:3]=2)=[CH:29][CH:28]=[CH:27][N:26]=1, predict the reactants needed to synthesize it. The reactants are: Br[C:2]1[N:10]2[C:5]([CH:6]=[N:7][C:8]([NH:11][C:12]3[CH:17]=[CH:16][C:15]([N:18]4[CH2:23][CH2:22][O:21][CH2:20][CH2:19]4)=[CH:14][CH:13]=3)=[N:9]2)=[CH:4][CH:3]=1.[F:24][C:25]1[C:30](B(O)O)=[CH:29][CH:28]=[CH:27][N:26]=1. (10) Given the product [N:2]1([CH:6]2[CH2:7][CH2:8][C:9]3([CH2:14][CH2:13][NH:12][CH2:11][CH2:10]3)[CH2:22][CH2:23]2)[CH2:3][CH2:4][CH2:5]1, predict the reactants needed to synthesize it. The reactants are: Cl.[N:2]1([CH:6]2[CH2:23][CH2:22][C:9]3([CH2:14][CH2:13][N:12](C(OC(C)(C)C)=O)[CH2:11][CH2:10]3)[CH2:8][CH2:7]2)[CH2:5][CH2:4][CH2:3]1.